This data is from Full USPTO retrosynthesis dataset with 1.9M reactions from patents (1976-2016). The task is: Predict the reactants needed to synthesize the given product. (1) The reactants are: [NH2:1][C:2]1[CH:3]=[C:4]([CH:8]=[CH:9][C:10]=1[O:11][C:12]([F:15])([F:14])[F:13])[C:5]([OH:7])=O.[C:16]1([C:22]2[CH:23]=[CH:24][C:25]([NH2:28])=[N:26][CH:27]=2)[CH:21]=[CH:20][CH:19]=[CH:18][CH:17]=1.F[P-](F)(F)(F)(F)F.N1(O[P+](N2CCCC2)(N2CCCC2)N2CCCC2)C2C=CC=CC=2N=N1.C(N(C(C)C)CC)(C)C. Given the product [NH2:1][C:2]1[CH:3]=[C:4]([CH:8]=[CH:9][C:10]=1[O:11][C:12]([F:15])([F:14])[F:13])[C:5]([NH:28][C:25]1[CH:24]=[CH:23][C:22]([C:16]2[CH:21]=[CH:20][CH:19]=[CH:18][CH:17]=2)=[CH:27][N:26]=1)=[O:7], predict the reactants needed to synthesize it. (2) The reactants are: COCCOC.[CH2:7]([C:9]1[CH:14]=[CH:13][C:12]([C:15]2[C:19]([C:20]([O:22][CH2:23][CH3:24])=[O:21])=[C:18](I)[S:17][N:16]=2)=[CH:11][CH:10]=1)[CH3:8].[C:26]1(B(O)O)[CH:31]=[CH:30][CH:29]=[CH:28][CH:27]=1.C(=O)([O-])[O-].[Na+].[Na+]. Given the product [CH2:7]([C:9]1[CH:14]=[CH:13][C:12]([C:15]2[C:19]([C:20]([O:22][CH2:23][CH3:24])=[O:21])=[C:18]([C:26]3[CH:31]=[CH:30][CH:29]=[CH:28][CH:27]=3)[S:17][N:16]=2)=[CH:11][CH:10]=1)[CH3:8], predict the reactants needed to synthesize it. (3) The reactants are: [C:1]1([N:7]2[C:19]3[CH:18]=[CH:17][C:16](B(O)O)=[CH:15][C:14]=3[C:13]3[C:8]2=[CH:9][CH:10]=[CH:11][CH:12]=3)[CH:6]=[CH:5][CH:4]=[CH:3][CH:2]=1.Br[C:24]1[CH:25]=[C:26]2[C:35]3=[C:36]([C:38]([CH3:46])([CH3:45])[C:39]4[C:44]([N:34]3[C:33]3[CH:32]=[CH:31][CH:30]=[CH:29][C:28]=3[S:27]2)=[CH:43][CH:42]=[CH:41][CH:40]=4)[CH:37]=1.O.P([O-])([O-])([O-])=O.[K+].[K+].[K+].N#N. Given the product [CH3:46][C:38]1([CH3:45])[C:36]2[C:35]3=[C:26]([S:27][C:28]4[CH:29]=[CH:30][CH:31]=[CH:32][C:33]=4[N:34]3[C:44]3[CH:43]=[CH:42][CH:41]=[CH:40][C:39]1=3)[CH:25]=[C:24]([C:16]1[CH:17]=[CH:18][C:19]3[N:7]([C:1]4[CH:6]=[CH:5][CH:4]=[CH:3][CH:2]=4)[C:8]4[C:13]([C:14]=3[CH:15]=1)=[CH:12][CH:11]=[CH:10][CH:9]=4)[CH:37]=2, predict the reactants needed to synthesize it. (4) Given the product [CH2:1]([O:3][C:4](=[O:35])[C:5]([CH3:7])([O:8][C:9]1[CH:14]=[CH:13][C:12]([O:15][CH2:16][CH2:17][CH:18]2[CH2:22][NH:21][C:20](=[O:32])[N:19]2[CH3:33])=[CH:11][C:10]=1[CH3:34])[CH3:6])[CH3:2], predict the reactants needed to synthesize it. The reactants are: [CH2:1]([O:3][C:4](=[O:35])[C:5]([O:8][C:9]1[CH:14]=[CH:13][C:12]([O:15][CH2:16][CH2:17][CH:18]2[CH2:22][N:21](CC3C=CC(OC)=CC=3)[C:20](=[O:32])[N:19]2[CH3:33])=[CH:11][C:10]=1[CH3:34])([CH3:7])[CH3:6])[CH3:2]. (5) Given the product [Cl:17][C:15]1[CH:14]=[CH:13][C:10]2[C:11]3[N:12]=[C:2]([NH:1][C:20]4[CH:25]=[N:24][C:23]([O:26][CH3:27])=[C:22]([CH2:28][CH2:29][CH2:30][N:31]([CH3:32])[CH3:33])[CH:21]=4)[N:3]=[CH:4][C:5]=3[CH2:6][C:7](=[O:18])[NH:8][C:9]=2[CH:16]=1, predict the reactants needed to synthesize it. The reactants are: [NH2:1][C:2]1[N:3]=[CH:4][C:5]2[CH2:6][C:7](=[O:18])[NH:8][C:9]3[CH:16]=[C:15]([Cl:17])[CH:14]=[CH:13][C:10]=3[C:11]=2[N:12]=1.Br[C:20]1[CH:21]=[C:22]([CH2:28][CH2:29][CH2:30][N:31]([CH3:33])[CH3:32])[C:23]([O:26][CH3:27])=[N:24][CH:25]=1.CC(C1C=C(C(C)C)C(C2C=CC=CC=2P(C2CCCCC2)C2CCCCC2)=C(C(C)C)C=1)C. (6) Given the product [C:16]([N:15]=[C:11]1[N:12]([CH3:14])[CH2:13][CH:8]([C:5]2[CH:6]=[CH:7][C:2]([NH:1][C:42]([C:31]3[N:32]([CH2:34][O:35][CH2:36][CH2:37][Si:38]([CH3:41])([CH3:40])[CH3:39])[CH:33]=[C:29]([C:27]#[N:28])[N:30]=3)=[O:43])=[C:3]([C:19]3[CH2:24][CH2:23][C:22]([CH3:26])([CH3:25])[CH2:21][CH:20]=3)[CH:4]=2)[CH2:9][N:10]1[CH3:18])#[N:17], predict the reactants needed to synthesize it. The reactants are: [NH2:1][C:2]1[CH:7]=[CH:6][C:5]([CH:8]2[CH2:13][N:12]([CH3:14])[C:11](=[N:15][C:16]#[N:17])[N:10]([CH3:18])[CH2:9]2)=[CH:4][C:3]=1[C:19]1[CH2:24][CH2:23][C:22]([CH3:26])([CH3:25])[CH2:21][CH:20]=1.[C:27]([C:29]1[N:30]=[C:31]([C:42](O)=[O:43])[N:32]([CH2:34][O:35][CH2:36][CH2:37][Si:38]([CH3:41])([CH3:40])[CH3:39])[CH:33]=1)#[N:28].C1(C2C=C(C3CC(=O)NC(=O)C3)C=CC=2NC(C2NC=C(C#N)N=2)=O)CCCCC=1. (7) Given the product [CH2:9]([O:11][C:12](=[O:23])[CH2:13][C:14]1[NH:15][C:16](=[O:21])[CH:17]=[C:18]([N:5]2[CH2:6][CH2:7][O:8][CH:3]([CH2:2][F:1])[CH2:4]2)[N:19]=1)[CH3:10], predict the reactants needed to synthesize it. The reactants are: [F:1][CH2:2][CH:3]1[O:8][CH2:7][CH2:6][NH:5][CH2:4]1.[CH2:9]([O:11][C:12](=[O:23])[CH2:13][C:14]1[N:19]=[C:18](Cl)[CH:17]=[C:16]([O:21]C)[N:15]=1)[CH3:10].[Na+].[Cl-]. (8) The reactants are: [CH:1]1([C@H:7]([NH:33][C:34](=[O:39])[C@H:35]([CH3:38])[NH:36][CH3:37])[C:8]([N:10]2[C@H:15]([C:16]([NH:18][C@H:19]3[C:28]4[C:23](=[CH:24][CH:25]=[CH:26][CH:27]=4)[O:22][CH2:21][CH2:20]3)=[O:17])[CH2:14][N:13]3[CH2:29][C:30](=[O:32])[CH2:31][C@@H:12]3[CH2:11]2)=[O:9])[CH2:6][CH2:5][CH2:4][CH2:3][CH2:2]1.C(OCC)(=O)C.[ClH:46]. Given the product [ClH:46].[ClH:46].[CH:1]1([C@H:7]([NH:33][C:34](=[O:39])[C@H:35]([CH3:38])[NH:36][CH3:37])[C:8]([N:10]2[C@H:15]([C:16]([NH:18][C@H:19]3[C:28]4[C:23](=[CH:24][CH:25]=[CH:26][CH:27]=4)[O:22][CH2:21][CH2:20]3)=[O:17])[CH2:14][N:13]3[CH2:29][C:30](=[O:32])[CH2:31][C@@H:12]3[CH2:11]2)=[O:9])[CH2:6][CH2:5][CH2:4][CH2:3][CH2:2]1, predict the reactants needed to synthesize it.